Dataset: Forward reaction prediction with 1.9M reactions from USPTO patents (1976-2016). Task: Predict the product of the given reaction. (1) Given the reactants C([NH:4][S:5]([C:8]1[CH:13]=[CH:12][C:11]([C:14]2[NH:29][C:17]3[N:18]=[CH:19][N:20]=[C:21]([NH:22][CH2:23][CH:24]4[CH2:28][CH2:27][CH2:26][O:25]4)[C:16]=3[C:15]=2[C:30]2[CH:35]=[CH:34][CH:33]=[CH:32][CH:31]=2)=[CH:10][CH:9]=1)(=[O:7])=[O:6])C=C.C[N+]1([O-])CC[O:40]CC1.[CH3:44][C:45]([CH3:47])=[O:46], predict the reaction product. The product is: [OH:46][CH:45]([CH2:47][OH:40])[CH2:44][NH:4][S:5]([C:8]1[CH:13]=[CH:12][C:11]([C:14]2[NH:29][C:17]3[N:18]=[CH:19][N:20]=[C:21]([NH:22][CH2:23][CH:24]4[CH2:28][CH2:27][CH2:26][O:25]4)[C:16]=3[C:15]=2[C:30]2[CH:35]=[CH:34][CH:33]=[CH:32][CH:31]=2)=[CH:10][CH:9]=1)(=[O:7])=[O:6]. (2) Given the reactants CC(C)([O-])C.[K+].[OH:7][CH2:8][CH2:9][N:10]1[CH2:15][CH2:14][N:13](C(OCC2C=CC=CC=2)=O)[CH2:12][CH2:11]1.F[C:27]1[CH:34]=[CH:33][C:32]([F:35])=[CH:31][C:28]=1[C:29]#[N:30].[Cl-].[NH4+], predict the reaction product. The product is: [C:29]([C:28]1[CH:31]=[C:32]([F:35])[CH:33]=[CH:34][C:27]=1[O:7][CH2:8][CH2:9][N:10]1[CH2:11][CH2:12][NH:13][CH2:14][CH2:15]1)#[N:30].